The task is: Predict which catalyst facilitates the given reaction.. This data is from Catalyst prediction with 721,799 reactions and 888 catalyst types from USPTO. (1) Reactant: [C:1]([O:5][C:6](=[O:31])[CH2:7][CH2:8][C:9]1[CH:14]=[CH:13][C:12]([O:15][CH2:16][CH2:17][C:18]2[N:19]=[C:20]([C:23]3[CH:28]=[CH:27][CH:26]=[CH:25][CH:24]=3)[O:21][CH:22]=2)=[CH:11][C:10]=1[CH2:29][OH:30])([CH3:4])([CH3:3])[CH3:2].[CH:32]1(N=C=O)CCCC1.Cl.CCOCC. Product: [C:1]([O:5][C:6](=[O:31])[CH:7]=[CH:8][C:9]1[CH:14]=[CH:13][C:12]([O:15][CH2:16][CH2:17][C:18]2[N:19]=[C:20]([C:23]3[CH:24]=[CH:25][CH:26]=[CH:27][CH:28]=3)[O:21][C:22]=2[CH3:32])=[CH:11][C:10]=1[CH:29]=[O:30])([CH3:4])([CH3:2])[CH3:3]. The catalyst class is: 2. (2) Reactant: [Br:1][C:2]1[N:7]=[C:6]2[C:8]([C:11]([NH:13][C:14]([CH3:17])([CH3:16])[CH3:15])=[O:12])=[CH:9][NH:10][C:5]2=[N:4][CH:3]=1.Cl[C:19]([C:32]1[CH:37]=[CH:36][CH:35]=[CH:34][CH:33]=1)([C:26]1[CH:31]=[CH:30][CH:29]=[CH:28][CH:27]=1)[C:20]1[CH:25]=[CH:24][CH:23]=[CH:22][CH:21]=1.C(N(CC)CC)C.O. Product: [Br:1][C:2]1[N:7]=[C:6]2[C:8]([C:11]([NH:13][C:14]([CH3:17])([CH3:16])[CH3:15])=[O:12])=[CH:9][N:10]([C:19]([C:20]3[CH:25]=[CH:24][CH:23]=[CH:22][CH:21]=3)([C:32]3[CH:33]=[CH:34][CH:35]=[CH:36][CH:37]=3)[C:26]3[CH:27]=[CH:28][CH:29]=[CH:30][CH:31]=3)[C:5]2=[N:4][CH:3]=1. The catalyst class is: 3. (3) Reactant: [F:1][C:2]1[C:10]([I:11])=[C:9]([CH3:12])[CH:8]=[CH:7][C:3]=1[C:4]([OH:6])=O.C(Cl)(=O)C(Cl)=O.[CH:19]([O:22][C:23]1[CH:24]=[C:25]([NH2:29])[CH:26]=[CH:27][CH:28]=1)([CH3:21])[CH3:20].C(N(CC)CC)C. Product: [F:1][C:2]1[C:10]([I:11])=[C:9]([CH3:12])[CH:8]=[CH:7][C:3]=1[C:4]([NH:29][C:25]1[CH:26]=[CH:27][CH:28]=[C:23]([O:22][CH:19]([CH3:21])[CH3:20])[CH:24]=1)=[O:6]. The catalyst class is: 606. (4) The catalyst class is: 188. Product: [F:35][C:21]1([F:20])[C:25](=[CH2:26])[CH2:24][N:23]([C:27]([O:29][C:30]([CH3:31])([CH3:33])[CH3:32])=[O:28])[C:22]1([C:19]1[C:14]([F:13])=[N:15][CH:16]=[CH:17][CH:18]=1)[OH:34]. Reactant: C(NC(C)C)(C)C.C([Li])CCC.[F:13][C:14]1[CH:19]=[CH:18][CH:17]=[CH:16][N:15]=1.[F:20][C:21]1([F:35])[C:25](=[CH2:26])[CH2:24][N:23]([C:27]([O:29][C:30]([CH3:33])([CH3:32])[CH3:31])=[O:28])[C:22]1=[O:34].[Cl-].[NH4+]. (5) The catalyst class is: 5. Reactant: [Cl:1][C:2]1[CH:38]=[C:37]([CH3:39])[CH:36]=[C:35]([Cl:40])[C:3]=1[O:4][CH2:5][CH2:6][O:7][C:8]1[CH:34]=[CH:33][C:11]([C:12]([NH:14][C@H:15]2[CH2:20][CH2:19][N:18]([C:21]([O:23][C:24]([CH3:27])([CH3:26])[CH3:25])=[O:22])[CH2:17][CH:16]2[C:28]([O:30]CC)=[O:29])=[O:13])=[CH:10][CH:9]=1.C(=O)([O-])[O-].[K+].[K+].CO.O. Product: [C:24]([O:23][C:21]([N:18]1[CH2:19][CH2:20][C@H:15]([NH:14][C:12](=[O:13])[C:11]2[CH:10]=[CH:9][C:8]([O:7][CH2:6][CH2:5][O:4][C:3]3[C:35]([Cl:40])=[CH:36][C:37]([CH3:39])=[CH:38][C:2]=3[Cl:1])=[CH:34][CH:33]=2)[CH:16]([C:28]([OH:30])=[O:29])[CH2:17]1)=[O:22])([CH3:27])([CH3:25])[CH3:26]. (6) Reactant: B(F)(F)F.CCOCC.[CH:10](=O)[CH2:11][CH2:12][CH3:13].C[Si](C)(C)[O:17][C:18]1[CH2:21][CH2:20][C:19]=1[O:22][Si](C)(C)C.C([O-])(O)=O.[Na+].C(O)(C(F)(F)F)=O. Product: [CH2:11]([CH:10]1[C:19](=[O:22])[CH2:20][CH2:21][C:18]1=[O:17])[CH2:12][CH3:13]. The catalyst class is: 2.